Dataset: Catalyst prediction with 721,799 reactions and 888 catalyst types from USPTO. Task: Predict which catalyst facilitates the given reaction. (1) Reactant: C(N(CC)CC)C.[NH2:8][C:9]1[CH:14]=[CH:13][C:12]([O:15][CH3:16])=[CH:11][C:10]=1[S:17]([NH2:20])(=[O:19])=[O:18].[Cl:21][CH2:22][CH2:23][CH2:24][C:25](Cl)=[O:26]. Product: [NH2:20][S:17]([C:10]1[CH:11]=[C:12]([O:15][CH3:16])[CH:13]=[CH:14][C:9]=1[NH:8][C:25](=[O:26])[CH2:24][CH2:23][CH2:22][Cl:21])(=[O:18])=[O:19]. The catalyst class is: 7. (2) The catalyst class is: 14. Reactant: [CH3:1][NH:2][C:3](=[S:6])[NH:4][NH2:5].[CH3:7]I.[C:9](O)([C:11]([F:14])([F:13])[F:12])=O. Product: [CH3:1][N:2]1[C:9]([C:11]([F:14])([F:13])[F:12])=[N:5][N:4]=[C:3]1[S:6][CH3:7]. (3) Reactant: [Cl:1][C:2]1[CH:7]=[CH:6][C:5]([N:8]2[CH2:13][CH2:12][C:11]([CH3:18])([C:14](OC)=[O:15])[CH2:10][CH2:9]2)=[CH:4][C:3]=1[O:19][CH3:20].[H-].[Al+3].[Li+].[H-].[H-].[H-]. Product: [Cl:1][C:2]1[CH:7]=[CH:6][C:5]([N:8]2[CH2:9][CH2:10][C:11]([CH2:14][OH:15])([CH3:18])[CH2:12][CH2:13]2)=[CH:4][C:3]=1[O:19][CH3:20]. The catalyst class is: 116. (4) Reactant: [Cl:1]Cl.[CH2:3]([N:5]1[CH:9]=[C:8]([CH3:10])[CH:7]=[N:6]1)[CH3:4].[OH-].[Na+]. Product: [Cl:1][C:9]1[N:5]([CH2:3][CH3:4])[N:6]=[CH:7][C:8]=1[CH3:10]. The catalyst class is: 26. (5) Reactant: [Cl:1][C:2]1[CH:3]=[C:4]([CH:34]=[C:35]([C:37]#[N:38])[CH:36]=1)[O:5][C:6]1[C:7](=[O:33])[N:8]([CH2:16][C:17]2[C:25]3[C:20](=[N:21][CH:22]=[CH:23][CH:24]=3)[N:19](C(OC(C)(C)C)=O)[N:18]=2)[CH:9]=[CH:10][C:11]=1[C:12]([F:15])([F:14])[F:13]. Product: [Cl:1][C:2]1[CH:36]=[C:35]([CH:34]=[C:4]([O:5][C:6]2[C:7](=[O:33])[N:8]([CH2:16][C:17]3[C:25]4[C:20](=[N:21][CH:22]=[CH:23][CH:24]=4)[NH:19][N:18]=3)[CH:9]=[CH:10][C:11]=2[C:12]([F:14])([F:15])[F:13])[CH:3]=1)[C:37]#[N:38]. The catalyst class is: 67. (6) Reactant: [CH3:1][N:2]([CH3:14])[C:3]1[CH:8]=[CH:7][C:6]([C:9](=O)[CH2:10][C:11]#[N:12])=[CH:5][CH:4]=1.[NH2:15][NH2:16]. Product: [CH3:14][N:2]([CH3:1])[C:3]1[CH:8]=[CH:7][C:6]([C:9]2[CH:10]=[C:11]([NH2:12])[NH:15][N:16]=2)=[CH:5][CH:4]=1. The catalyst class is: 14. (7) Reactant: [CH3:1][C:2]([CH3:9])([C:5]([CH3:8])([CH3:7])[CH3:6])[CH2:3][OH:4].[Cr](Cl)([O-])(=O)=O.[NH+]1C=CC=CC=1. Product: [CH3:1][C:2]([CH3:9])([C:5]([CH3:8])([CH3:7])[CH3:6])[CH:3]=[O:4]. The catalyst class is: 2. (8) Product: [Br:3][C:4]1[C:5]([CH3:11])=[CH:6][C:7]([O:18][CH:17]2[CH2:15][CH2:16]2)=[N:8][CH:9]=1. Reactant: [H-].[Na+].[Br:3][C:4]1[C:5]([CH3:11])=[CH:6][C:7](F)=[N:8][CH:9]=1.CN1[C:17](=[O:18])[CH2:16][CH2:15]C1. The catalyst class is: 6. (9) Reactant: [S:1]1[CH:5]=[CH:4][C:3]2[C:6]([N:10]3[CH2:15][CH2:14][N:13]([CH2:16][CH2:17][CH2:18][CH2:19][O:20][C:21]4[CH:30]=[C:29]5[C:24]([CH:25]=[CH:26][C:27](=[O:31])[NH:28]5)=[CH:23][CH:22]=4)[CH2:12][CH2:11]3)=[CH:7][CH:8]=[CH:9][C:2]1=2.C(N(CC)CC)C.[CH:39]1([C:45](Cl)=[O:46])[CH2:44][CH2:43][CH2:42][CH2:41][CH2:40]1.O. Product: [CH:39]1([C:45]([O:31][C:27]2[CH:26]=[CH:25][C:24]3[C:29](=[CH:30][C:21]([O:20][CH2:19][CH2:18][CH2:17][CH2:16][N:13]4[CH2:12][CH2:11][N:10]([C:6]5[C:3]6[CH:4]=[CH:5][S:1][C:2]=6[CH:9]=[CH:8][CH:7]=5)[CH2:15][CH2:14]4)=[CH:22][CH:23]=3)[N:28]=2)=[O:46])[CH2:44][CH2:43][CH2:42][CH2:41][CH2:40]1. The catalyst class is: 4.